Dataset: Forward reaction prediction with 1.9M reactions from USPTO patents (1976-2016). Task: Predict the product of the given reaction. Given the reactants [Cl:1][C:2]1[N:7]=[CH:6][N:5]=[C:4]([O:8][CH2:9][CH2:10][N:11]([CH:15]([CH3:17])[CH3:16])[CH:12]([CH3:14])[CH3:13])[CH:3]=1.[O:18]=[C:19]1[CH2:27][C:26]2[C:21](=[CH:22][C:23]([C:28]#[N:29])=[CH:24][CH:25]=2)[NH:20]1.C(=O)([O-])[O-].[Cs+].[Cs+], predict the reaction product. The product is: [ClH:1].[CH:12]([N:11]([CH:15]([CH3:17])[CH3:16])[CH2:10][CH2:9][O:8][C:4]1[N:5]=[CH:6][N:7]=[C:2]([C:27]2[C:26]3[C:21](=[CH:22][C:23]([C:28]#[N:29])=[CH:24][CH:25]=3)[NH:20][C:19]=2[OH:18])[CH:3]=1)([CH3:14])[CH3:13].